From a dataset of Reaction yield outcomes from USPTO patents with 853,638 reactions. Predict the reaction yield, written as a fraction of the theoretical maximum amount of product (1.0 means a 100% yield; for example, 0.34 means a 34% yield). (1) The reactants are Cl[C:2]1[CH:7]=[CH:6][N:5]=[C:4]([NH:8][C:9]2[CH:14]=[CH:13][N:12]=[C:11]([CH3:15])[N:10]=2)[CH:3]=1.[CH3:16][C:17]1([CH3:33])[C:21]([CH3:23])([CH3:22])[O:20][B:19]([B:19]2[O:20][C:21]([CH3:23])([CH3:22])[C:17]([CH3:33])([CH3:16])[O:18]2)[O:18]1.CC([O-])=O.[K+]. The catalyst is O1CCOCC1.C1C=CC(P(C2C=CC=CC=2)[C-]2C=CC=C2)=CC=1.C1C=CC(P(C2C=CC=CC=2)[C-]2C=CC=C2)=CC=1.Cl[Pd]Cl.[Fe+2]. The product is [CH3:15][C:11]1[N:10]=[C:9]([NH:8][C:4]2[CH:3]=[C:2]([B:19]3[O:20][C:21]([CH3:23])([CH3:22])[C:17]([CH3:33])([CH3:16])[O:18]3)[CH:7]=[CH:6][N:5]=2)[CH:14]=[CH:13][N:12]=1. The yield is 0.350. (2) The reactants are [CH:1]1([C:4]([C:6]2[S:7][CH:8]=[CH:9][N:10]=2)=O)[CH2:3][CH2:2]1.[BH3-]C#[N:13].[Na+].[OH-].[Na+]. The catalyst is CO. The product is [CH:1]1([CH:4]([C:6]2[S:7][CH:8]=[CH:9][N:10]=2)[NH2:13])[CH2:3][CH2:2]1. The yield is 0.550. (3) The reactants are [CH3:1][O:2][C:3](=[O:22])[C:4]1[CH:9]=[C:8]([C:10]2[CH:11]=[N:12][CH:13]=[CH:14][CH:15]=2)[CH:7]=[C:6]([N+:16]([O-])=O)[C:5]=1[S:19][C:20]#[N:21].N. The catalyst is C(O)(=O)C.O.[Fe]. The product is [CH3:1][O:2][C:3]([C:4]1[C:5]2[S:19][C:20]([NH2:21])=[N:16][C:6]=2[CH:7]=[C:8]([C:10]2[CH:11]=[N:12][CH:13]=[CH:14][CH:15]=2)[CH:9]=1)=[O:22]. The yield is 0.460. (4) The reactants are [CH2:1]([O:8][C:9]([NH:11][CH:12]1[CH2:17][CH2:16][C:15](=O)[CH2:14][CH2:13]1)=[O:10])[C:2]1[CH:7]=[CH:6][CH:5]=[CH:4][CH:3]=1.[NH2:19][CH:20]=[CH:21][CH:22]=O.C([O-])(=O)C.[NH4+]. The catalyst is C(N(CC)CC)C. The product is [CH2:1]([O:8][C:9]([NH:11][CH:12]1[CH2:17][CH2:16][C:15]2[N:19]=[CH:20][CH:21]=[CH:22][C:14]=2[CH2:13]1)=[O:10])[C:2]1[CH:7]=[CH:6][CH:5]=[CH:4][CH:3]=1. The yield is 0.105. (5) The reactants are [CH3:1][O:2][C:3]1[CH:33]=[CH:32][C:6]([CH2:7][N:8]2[CH:12]=[C:11]([N+:13]([O-])=O)[C:10]([C:16]3[NH:20][C:19]4[CH:21]=[CH:22][C:23]([CH2:25][N:26]5[CH2:31][CH2:30][O:29][CH2:28][CH2:27]5)=[CH:24][C:18]=4[N:17]=3)=[N:9]2)=[CH:5][CH:4]=1. The catalyst is [Fe].O1CCOCC1.O. The product is [CH3:1][O:2][C:3]1[CH:4]=[CH:5][C:6]([CH2:7][N:8]2[CH:12]=[C:11]([NH2:13])[C:10]([C:16]3[NH:20][C:19]4[CH:21]=[CH:22][C:23]([CH2:25][N:26]5[CH2:27][CH2:28][O:29][CH2:30][CH2:31]5)=[CH:24][C:18]=4[N:17]=3)=[N:9]2)=[CH:32][CH:33]=1. The yield is 0.940.